Dataset: Full USPTO retrosynthesis dataset with 1.9M reactions from patents (1976-2016). Task: Predict the reactants needed to synthesize the given product. (1) Given the product [NH2:22][C:3]1[CH:4]=[C:5]([S:8]([NH:11][C@H:12]2[CH2:13][CH2:14][C@H:15]([C:18]([O:20][CH3:21])=[O:19])[CH2:16][CH2:17]2)(=[O:9])=[O:10])[CH:6]=[CH:7][C:2]=1[Cl:1], predict the reactants needed to synthesize it. The reactants are: [Cl:1][C:2]1[CH:7]=[CH:6][C:5]([S:8]([NH:11][C@H:12]2[CH2:17][CH2:16][C@H:15]([C:18]([O:20][CH3:21])=[O:19])[CH2:14][CH2:13]2)(=[O:10])=[O:9])=[CH:4][C:3]=1[N+:22]([O-])=O. (2) The reactants are: [Cl:1][C:2]1[CH:18]=[CH:17][C:16]([C:19]([F:22])([F:21])[F:20])=[CH:15][C:3]=1[C:4]([NH:6][C@H:7]1[CH2:12][CH2:11][C@H:10]([CH2:13][OH:14])[CH2:9][CH2:8]1)=[O:5].C1COCC1.C(N(CC)CC)C.[CH3:35][S:36](Cl)(=[O:38])=[O:37]. Given the product [Cl:1][C:2]1[CH:18]=[CH:17][C:16]([C:19]([F:20])([F:21])[F:22])=[CH:15][C:3]=1[C:4]([NH:6][C@H:7]1[CH2:12][CH2:11][C@H:10]([CH2:13][O:14][S:36]([CH3:35])(=[O:38])=[O:37])[CH2:9][CH2:8]1)=[O:5], predict the reactants needed to synthesize it.